Regression. Given a peptide amino acid sequence and an MHC pseudo amino acid sequence, predict their binding affinity value. This is MHC class II binding data. From a dataset of Peptide-MHC class II binding affinity with 134,281 pairs from IEDB. (1) The peptide sequence is RRDLRLASNAICSAVPV. The MHC is DRB1_0405 with pseudo-sequence DRB1_0405. The binding affinity (normalized) is 0.744. (2) The peptide sequence is DVVPEKYTIGATYAP. The MHC is DRB3_0101 with pseudo-sequence DRB3_0101. The binding affinity (normalized) is 0.0860. (3) The binding affinity (normalized) is 0.146. The MHC is HLA-DPA10201-DPB10101 with pseudo-sequence HLA-DPA10201-DPB10101. The peptide sequence is VVLGLATSPTAEGGK. (4) The peptide sequence is LERFAVNPGLL. The MHC is DRB1_0401 with pseudo-sequence DRB1_0401. The binding affinity (normalized) is 0.0882. (5) The peptide sequence is YDKFDANVSTVLTGK. The MHC is DRB1_0401 with pseudo-sequence DRB1_0401. The binding affinity (normalized) is 0.535. (6) The peptide sequence is AAATAGTTVYGWFAA. The MHC is HLA-DQA10401-DQB10402 with pseudo-sequence HLA-DQA10401-DQB10402. The binding affinity (normalized) is 0.378. (7) The peptide sequence is LVDANGTLHDKKSMG. The MHC is DRB1_1602 with pseudo-sequence DRB1_1602. The binding affinity (normalized) is 0.176.